From a dataset of Reaction yield outcomes from USPTO patents with 853,638 reactions. Predict the reaction yield, written as a fraction of the theoretical maximum amount of product (1.0 means a 100% yield; for example, 0.34 means a 34% yield). The reactants are [Cl:1][C:2]1[S:10][C:9]2[S:8](=[O:12])(=[O:11])[NH:7][CH2:6][C:5]([C:14]3[CH:23]=[CH:22][C:21]4[C:16](=[CH:17][CH:18]=[CH:19][CH:20]=4)[CH:15]=3)([OH:13])[C:4]=2[CH:3]=1.[CH3:24][Si:25]([CH3:32])([CH3:31])[N-][Si:25]([CH3:32])([CH3:31])[CH3:24].[Li+].C1[CH2:38][O:37][CH2:36][CH2:35]1. No catalyst specified. The product is [Cl:1][C:2]1[S:10][C:9]2[S:8](=[O:12])(=[O:11])[N:7]([CH2:38][O:37][CH2:36][CH2:35][Si:25]([CH3:32])([CH3:31])[CH3:24])[CH2:6][C:5]([C:14]3[CH:23]=[CH:22][C:21]4[C:16](=[CH:17][CH:18]=[CH:19][CH:20]=4)[CH:15]=3)([OH:13])[C:4]=2[CH:3]=1. The yield is 0.420.